Dataset: CYP2C19 inhibition data for predicting drug metabolism from PubChem BioAssay. Task: Regression/Classification. Given a drug SMILES string, predict its absorption, distribution, metabolism, or excretion properties. Task type varies by dataset: regression for continuous measurements (e.g., permeability, clearance, half-life) or binary classification for categorical outcomes (e.g., BBB penetration, CYP inhibition). Dataset: cyp2c19_veith. (1) The result is 1 (inhibitor). The drug is COc1ccc(C(=O)Nc2ccc(Cl)cn2)cc1Cl. (2) The molecule is COc1ncc2nc(-c3ccc(F)cc3)c(=O)n(CCC#N)c2n1. The result is 0 (non-inhibitor). (3) The molecule is NC(=O)N1c2ccccc2C=Cc2ccccc21. The result is 0 (non-inhibitor). (4) The drug is COCCn1c(=O)c(-c2ccc(OC)cc2)nc2cnc(N3CCOCC3)nc21. The result is 0 (non-inhibitor).